From a dataset of Reaction yield outcomes from USPTO patents with 853,638 reactions. Predict the reaction yield, written as a fraction of the theoretical maximum amount of product (1.0 means a 100% yield; for example, 0.34 means a 34% yield). (1) The reactants are [Cl:1][C:2]1[N:7]=[CH:6][N:5]=[C:4]([NH:8][C@H:9]2[CH2:25][C@@H:12]3[O:13]C(C4C=CC(OC)=CC=4)[O:15][CH2:16][C@@H:11]3[CH2:10]2)[CH:3]=1.N[C@@H]1C2C(=CC=CC=2)CC1. No catalyst specified. The product is [Cl:1][C:2]1[N:7]=[CH:6][N:5]=[C:4]([NH:8][C@H:9]2[CH2:25][C@H:12]([OH:13])[C@H:11]([CH2:16][OH:15])[CH2:10]2)[CH:3]=1. The yield is 0.410. (2) The reactants are C(OC(=O)[NH:7][C:8]([C:10]1[S:11][C:12]([S:34][CH3:35])=[C:13]([S:15]([C:18]2[CH:19]=[C:20]([C:24]3[CH:29]=[CH:28][C:27]([C:30](=[O:32])[NH2:31])=[CH:26][C:25]=3[CH3:33])[CH:21]=[CH:22][CH:23]=2)(=[O:17])=[O:16])[CH:14]=1)=[NH:9])(C)(C)C.[C:37]([OH:43])([C:39]([F:42])([F:41])[F:40])=[O:38]. No catalyst specified. The product is [F:40][C:39]([F:42])([F:41])[C:37]([OH:43])=[O:38].[C:8]([C:10]1[S:11][C:12]([S:34][CH3:35])=[C:13]([S:15]([C:18]2[CH:19]=[C:20]([C:24]3[CH:29]=[CH:28][C:27]([C:30]([NH2:31])=[O:32])=[CH:26][C:25]=3[CH3:33])[CH:21]=[CH:22][CH:23]=2)(=[O:16])=[O:17])[CH:14]=1)(=[NH:7])[NH2:9]. The yield is 0.590. (3) The reactants are [CH3:1][N:2]([CH3:24])[CH2:3][CH2:4][CH2:5][C:6]1[CH:23]=[CH:22][C:9]2[N:10](COC)[C:11](=[O:18])[C:12]3[CH2:13][CH2:14][CH2:15][NH:16][C:17]=3[C:8]=2[CH:7]=1.[ClH:25]. The catalyst is C(O)C. The product is [ClH:25].[ClH:25].[CH3:24][N:2]([CH3:1])[CH2:3][CH2:4][CH2:5][C:6]1[CH:23]=[CH:22][C:9]2[NH:10][C:11](=[O:18])[C:12]3[CH2:13][CH2:14][CH2:15][NH:16][C:17]=3[C:8]=2[CH:7]=1. The yield is 0.900.